From a dataset of Retrosynthesis with 50K atom-mapped reactions and 10 reaction types from USPTO. Predict the reactants needed to synthesize the given product. (1) Given the product COC(=O)CC1CCCCC(NC(=O)c2c(-c3c(F)cccc3Cl)noc2C)C1, predict the reactants needed to synthesize it. The reactants are: COC(=O)CC1CCCCC(N)C1.Cc1onc(-c2c(F)cccc2Cl)c1C(=O)Cl. (2) Given the product C=C(C)CNCc1cc(NC(=O)Cn2cc(Oc3ncnc4cc(OC)c(OC)cc34)cn2)ccc1OC, predict the reactants needed to synthesize it. The reactants are: C=C(C)CN.COc1ccc(NC(=O)Cn2cc(Oc3ncnc4cc(OC)c(OC)cc34)cn2)cc1C=O. (3) Given the product CCCc1nc(CO)c(C(=O)O)n1Cc1ccc(-c2ccccc2-c2nnnn2C(c2ccccc2)(c2ccccc2)c2ccccc2)cc1, predict the reactants needed to synthesize it. The reactants are: CCCc1nc(CO)c(C(=O)OCC)n1Cc1ccc(-c2ccccc2-c2nnnn2C(c2ccccc2)(c2ccccc2)c2ccccc2)cc1. (4) Given the product CCN1CCN(c2ccc(C(=O)NCCCCCCCCCCCCOS(C)(=O)=O)cn2)CC1, predict the reactants needed to synthesize it. The reactants are: CCN1CCN(c2ccc(C(=O)[O-])cn2)CC1.CS(=O)(=O)OCCCCCCCCCCCCN. (5) Given the product CC(C)(C)OC(=O)N1CCO[C@H](Cc2ccc(O)cc2)C1, predict the reactants needed to synthesize it. The reactants are: CC(C)(C)OC(=O)N1CCO[C@H](Cc2ccc(OCc3ccccc3)cc2)C1.